This data is from Experimentally validated miRNA-target interactions with 360,000+ pairs, plus equal number of negative samples. The task is: Binary Classification. Given a miRNA mature sequence and a target amino acid sequence, predict their likelihood of interaction. (1) The miRNA is mmu-miR-543-3p with sequence AAACAUUCGCGGUGCACUUCUU. The protein sequence of the target gene is MLSSVCVSSFRGRQGASKQQPAPPPQPPESPPPPPLPPQQQQPAQPGPAASPAGPPAPRGPGDRRAEPCPGLPAAAMGRHGGGGGDSGKIVINVGGVRHETYRSTLRTLPGTRLAGLTEPEAAARFDYDPGADEFFFDRHPGVFAYVLNYYRTGKLHCPADVCGPLFEEELGFWGIDETDVEACCWMTYRQHRDAEEALDSFEAPDPAGAANAANAAGAHDGGLDDEAGAGGGGLDGAGGELKRLCFQDAGGGAGGPPGGAGGAGGTWWRRWQPRVWALFEDPYSSRAARYVAFASLFFI.... Result: 0 (no interaction). (2) The miRNA is mmu-miR-3099-3p with sequence UAGGCUAGAGAGAGGUUGGGGA. Result: 1 (interaction). The protein sequence of the target gene is MGASASSPATAVNASNASDGQPASPPSGCPMHKGQRKGCPVTAATSDLTSESKAHTVPAHQDRAYDYVECPVTGARAKDKESLDPSNLMPPPNQTPSPDQPFTLSTSREESSIPRADSEKKWVYPSEQMFWNAMLRKGWKWKDDDISQKDMYNIIRIHNQNNEQAWKEILKWEALHAHECPCGPSLVRFGGKAREYSPRARIRSWMGYELPFDRHDWIINRCGTEVRYVIDYYDGGEVNKEYQFTILDVRPAFDSFSAVWDRMKVAWWRWTS. (3) The miRNA is hsa-miR-1277-5p with sequence AAAUAUAUAUAUAUAUGUACGUAU. The protein sequence of the target gene is MGPQRRLSPAGAALLWGFLLQLTAAQEAILHASGNGTTKDYCMLYNPYWTALPSTLENATSISLMNLTSTPLCNLSDIPPVGIKSKAVVVPWGSCHFLEKARIAQKGGAEAMLVVNNSVLFPPSGNRSEFPDVKILIAFISYKDFRDMNQTLGDNITVKMYSPSWPNFDYTMVVIFVIAVFTVALGGYWSGLVELENLKAVTTEDREMRKKKEEYLTFSPLTVVIFVVICCVMMVLLYFFYKWLVYVMIAIFCIASAMSLYNCLAALIHKIPYGQCTIACRGKNMEVRLIFLSGLCIAVA.... Result: 1 (interaction). (4) The miRNA is rno-miR-450a-5p with sequence UUUUGCGAUGUGUUCCUAAUGU. The protein sequence of the target gene is MCCTKSLLLAALMSVLLLHLCGESEAASNFDCCLGYTDRILHPKFIVGFTRQLANEGCDINAIIFHTKKKLSVCANPKQTWVKYIVRLLSKKVKNM. Result: 0 (no interaction). (5) The miRNA is dre-miR-9-5p with sequence UCUUUGGUUAUCUAGCUGUAUGA. The protein sequence of the target gene is MKMMMIMKTTLLLISVLLTQALQSQGRPAIQDEAPAEPTSYTLDSGEKLELSCKAKEDTQKVTWTKDLVPLVDGEHTRLRNDQMEIEKVEPTDSGLYACFAQGLNSNHTEYFNISVTDEEDEVDSSSEEAKLSNDQNLPMAPVWAQPDKMEKKLHAVPASKTVKFRCQANGNPTPTLKWLKNGKEFKRDQRIGGFKVREHMWTIIMESVVPSDRGNYTCLVENRHGSINHTYQLDVVERSPHRPILQAGLPANRTAVVGSDVEFECKVFSDPQPHIQWLKHIEVNGSRYGPDGLPYVRAL.... Result: 1 (interaction). (6) The miRNA is hsa-miR-670-3p with sequence UUUCCUCAUAUUCAUUCAGGA. The protein sequence of the target gene is MGKSLSHLPLHSSKEDAYDGVTSENMRNGLVNSEVHNEDGRNGDVSQFPYVEFTGRDSVTCPTCQGTGRIPRGQENQLVALIPYSDQRLRPRRTKLYVMASVFVCLLLSGLAVFFLFPRSIDVKYIGVKSAYVSYDVQKRTIYLNITNTLNITNNNYYSVEVENITAQVQFSKTVIGKARLNNITIIGPLDMKQIDYTVPTVIAEEMSYMYDFCTLISIKVHNIVLMMQVTVTTTYFGHSEQISQERYQYVDCGRNTTYQLGQSEYLNVLQPQQ. Result: 1 (interaction). (7) The miRNA is hsa-miR-7849-3p with sequence GACAAUUGUUGAUCUUGGGCCU. The protein sequence of the target gene is MRMCTPIRGLLMALAVMFGTAMAFAPIPRITWEHREVHLVQFHEPDIYNYSALLLSEDKDTLYIGAREAVFAVNALNISEKQHEVYWKVSEDKKAKCAEKGKSKQTECLNYIRVLQPLSATSLYVCGTNAFQPACDHLNLTSFKFLGKNEDGKGRCPFDPAHSYTSVMVDGELYSGTSYNFLGSEPIISRNSSHSPLRTEYAIPWLNEPSFVFADVIRKSPDSPDGEDDRVYFFFTEVSVEYEFVFRVLIPRIARVCKGDQGGLRTLQKKWTSFLKARLICSRPDSGLVFNVLRDVFVLR.... Result: 1 (interaction).